From a dataset of Catalyst prediction with 721,799 reactions and 888 catalyst types from USPTO. Predict which catalyst facilitates the given reaction. (1) Reactant: [C:1]([O:5][C:6]([C:8]1[O:9][C:10]2[CH:17]=[CH:16][CH:15]=[C:14](OS(C(F)(F)F)(=O)=O)[C:11]=2[C:12]=1[CH3:13])=[O:7])([CH3:4])([CH3:3])[CH3:2].C([O-])([O-])=O.[K+].[K+].[O:32]1[CH:36]=[CH:35][C:34](B(O)O)=[CH:33]1.COCCOC. Product: [C:1]([O:5][C:6]([C:8]1[O:9][C:10]2[CH:17]=[CH:16][CH:15]=[C:14]([C:34]3[CH:35]=[CH:36][O:32][CH:33]=3)[C:11]=2[C:12]=1[CH3:13])=[O:7])([CH3:4])([CH3:3])[CH3:2]. The catalyst class is: 6. (2) Reactant: [F:1][C:2]([F:28])([F:27])[C:3]1[CH:8]=[CH:7][C:6]([C:9]2[S:10][C:11]([CH2:25][OH:26])=[C:12]([CH2:14][N:15]3[CH2:20][CH2:19][CH:18]([C:21]([F:24])([F:23])[F:22])[CH2:17][CH2:16]3)[N:13]=2)=[CH:5][CH:4]=1.[H-].[Na+].F[C:32]1[CH:39]=[CH:38][C:35]([C:36]#[N:37])=[C:34]([O:40][CH3:41])[CH:33]=1. Product: [CH3:41][O:40][C:34]1[CH:33]=[C:32]([O:26][CH2:25][C:11]2[S:10][C:9]([C:6]3[CH:7]=[CH:8][C:3]([C:2]([F:1])([F:27])[F:28])=[CH:4][CH:5]=3)=[N:13][C:12]=2[CH2:14][N:15]2[CH2:20][CH2:19][CH:18]([C:21]([F:22])([F:24])[F:23])[CH2:17][CH2:16]2)[CH:39]=[CH:38][C:35]=1[C:36]#[N:37]. The catalyst class is: 9. (3) Reactant: [NH:1]1[CH:5]=[C:4]([C:6]#[N:7])[CH:3]=[N:2]1.CC(C)([O-])C.[K+].[Br:14][C:15]1[CH:22]=[CH:21][CH:20]=[C:19](F)[C:16]=1[CH:17]=[O:18]. Product: [Br:14][C:15]1[C:16]([CH:17]=[O:18])=[C:19]([N:1]2[CH:5]=[C:4]([C:6]#[N:7])[CH:3]=[N:2]2)[CH:20]=[CH:21][CH:22]=1. The catalyst class is: 16. (4) Reactant: C(Cl)(=O)C([Cl:4])=O.[C:7]([C:9]1[C:14](=O)[NH:13][C:12]([C:16]([F:19])([F:18])[F:17])=[C:11]([C:20]([O:22][CH2:23][CH3:24])=[O:21])[CH:10]=1)#[N:8]. Product: [Cl:4][C:14]1[C:9]([C:7]#[N:8])=[CH:10][C:11]([C:20]([O:22][CH2:23][CH3:24])=[O:21])=[C:12]([C:16]([F:19])([F:18])[F:17])[N:13]=1. The catalyst class is: 3. (5) Reactant: Br[C:2]1[CH:7]=[CH:6][CH:5]=[CH:4][C:3]=1[O:8][CH:9]([F:11])[F:10].[B:12]1([B:12]2[O:16][C:15]([CH3:18])([CH3:17])[C:14]([CH3:20])([CH3:19])[O:13]2)[O:16][C:15]([CH3:18])([CH3:17])[C:14]([CH3:20])([CH3:19])[O:13]1.C([O-])(=O)C.[K+]. Product: [F:10][CH:9]([F:11])[O:8][C:3]1[CH:4]=[CH:5][CH:6]=[CH:7][C:2]=1[B:12]1[O:16][C:15]([CH3:18])([CH3:17])[C:14]([CH3:20])([CH3:19])[O:13]1. The catalyst class is: 9.